From a dataset of Full USPTO retrosynthesis dataset with 1.9M reactions from patents (1976-2016). Predict the reactants needed to synthesize the given product. (1) Given the product [F:1][C:2]1[CH:3]=[CH:4][CH:5]=[C:6]2[C:10]=1[N:9]([C:11]([O:13][C:14]([CH3:15])([CH3:17])[CH3:16])=[O:12])[N:8]=[C:7]2[O:18][CH3:19], predict the reactants needed to synthesize it. The reactants are: [F:1][C:2]1[CH:3]=[CH:4][CH:5]=[C:6]2[C:10]=1[N:9]([C:11]([O:13][C:14]([CH3:17])([CH3:16])[CH3:15])=[O:12])[N:8]=[C:7]2[OH:18].[CH3:19]I. (2) The reactants are: [CH3:1][O:2][C:3]([CH:5]1[CH2:9][O:8][C:7]([CH:10]2[CH2:15][CH2:14][N:13]([C:16]([O:18][C:19]([CH3:22])([CH3:21])[CH3:20])=[O:17])[CH2:12][CH2:11]2)=[N:6]1)=[O:4].N12CCCN=C1CCCCC2.BrC(Cl)(Cl)Cl. Given the product [CH3:1][O:2][C:3]([C:5]1[N:6]=[C:7]([CH:10]2[CH2:15][CH2:14][N:13]([C:16]([O:18][C:19]([CH3:22])([CH3:21])[CH3:20])=[O:17])[CH2:12][CH2:11]2)[O:8][CH:9]=1)=[O:4], predict the reactants needed to synthesize it. (3) Given the product [F:1][C:2]([C:5]1[S:9][C:8]2=[N:10][C:11]([C:13]3[O:14][C:15]4[CH:21]=[CH:20][CH:19]=[C:18]([NH2:22])[C:16]=4[N:17]=3)=[CH:12][N:7]2[N:6]=1)([F:4])[CH3:3], predict the reactants needed to synthesize it. The reactants are: [F:1][C:2]([C:5]1[S:9][C:8]2=[N:10][C:11]([C:13]3[O:14][C:15]4[CH:21]=[CH:20][CH:19]=[C:18]([N+:22]([O-])=O)[C:16]=4[N:17]=3)=[CH:12][N:7]2[N:6]=1)([F:4])[CH3:3]. (4) Given the product [CH3:12][O:11][C:9]1[CH:8]=[CH:7][C:5]([NH2:6])=[C:4]([SH:3])[CH:10]=1, predict the reactants needed to synthesize it. The reactants are: NC1[S:3][C:4]2[CH:10]=[C:9]([O:11][CH3:12])[CH:8]=[CH:7][C:5]=2[N:6]=1.Cl.C(O)(=O)C.